The task is: Predict the reaction yield, written as a fraction of the theoretical maximum amount of product (1.0 means a 100% yield; for example, 0.34 means a 34% yield).. This data is from Reaction yield outcomes from USPTO patents with 853,638 reactions. (1) The product is [ClH:38].[CH3:1][CH:2]1[CH2:11][C:10]2[N:9]=[N:8][C:7]([C:12]3[CH:17]=[CH:16][CH:15]=[C:14]([C:18]([F:19])([F:20])[F:21])[CH:13]=3)=[CH:6][C:5]=2[CH:4]([O:22][C:23]([N:32]2[CH2:37][CH2:36][O:35][CH2:34][CH2:33]2)=[O:24])[CH2:3]1. The yield is 0.640. No catalyst specified. The reactants are [CH3:1][CH:2]1[CH2:11][C:10]2[N:9]=[N:8][C:7]([C:12]3[CH:17]=[CH:16][CH:15]=[C:14]([C:18]([F:21])([F:20])[F:19])[CH:13]=3)=[CH:6][C:5]=2[CH:4]([O:22][C:23](OC2C=CC=CC=2)=[O:24])[CH2:3]1.[NH:32]1[CH2:37][CH2:36][O:35][CH2:34][CH2:33]1.[ClH:38].O1CCOCC1. (2) The reactants are [OH:1][C:2]1[CH:3]=[C:4]2[O:32][CH2:31][O:30][C:5]2=[N:6][C:7]=1[C:8]1([CH2:28]O)[C:16]2[C:11](=[CH:12][CH:13]=[CH:14][CH:15]=2)[N:10]([CH2:17][C:18]2[O:19][C:20]([C:23]([F:26])([F:25])[F:24])=[CH:21][CH:22]=2)[C:9]1=[O:27].C1(P(C2C=CC=CC=2)C2C=CC=CC=2)C=CC=CC=1.N(C(OCC)=O)=NC(OCC)=O. The catalyst is O1CCCC1. The product is [F:24][C:23]([F:25])([F:26])[C:20]1[O:19][C:18]([CH2:17][N:10]2[C:11]3[C:16](=[CH:15][CH:14]=[CH:13][CH:12]=3)[C:8]3([C:7]4[N:6]=[C:5]5[O:30][CH2:31][O:32][C:4]5=[CH:3][C:2]=4[O:1][CH2:28]3)[C:9]2=[O:27])=[CH:22][CH:21]=1. The yield is 0.580. (3) The reactants are [C:1]([O:10][CH3:11])(=[O:9])[C:2]1[C:3](=[CH:5][CH:6]=[CH:7][CH:8]=1)[OH:4].C([O-])([O-])=O.[K+].[K+].Cl[CH2:19][C:20]([O:22][CH3:23])=[O:21]. The catalyst is CC(C)=O. The product is [CH3:11][O:10][C:1](=[O:9])[C:2]1[CH:8]=[CH:7][CH:6]=[CH:5][C:3]=1[O:4][CH2:19][C:20]([O:22][CH3:23])=[O:21]. The yield is 0.170. (4) The reactants are Br[C:2]1[CH:3]=[C:4]2[C:9](=[C:10]([C:15]#[N:16])[C:11]=1N(C)C)[N:8]=[C:7](CO[Si](C(C)(C)C)(C)C)[CH:6]=[CH:5]2.C(NCC)C.C[Si](C#C)(C)C. The catalyst is [Cu](I)I.C1(P(C2C=CC=CC=2)C2C=CC=CC=2)C=CC=CC=1.CN(C=O)C. The product is [N:8]1[C:9]2[C:4](=[CH:3][CH:2]=[CH:11][C:10]=2[C:15]#[N:16])[CH:5]=[CH:6][CH:7]=1. The yield is 0.710. (5) The reactants are [Cl:1][C:2]1[CH:11]=[CH:10][C:5]([C:6]([O:8][CH3:9])=[O:7])=[C:4]([NH:12][CH2:13][CH2:14][CH2:15][Cl:16])[C:3]=1[N+:17]([O-])=O. The yield is 0.810. The product is [NH2:17][C:3]1[C:4]([NH:12][CH2:13][CH2:14][CH2:15][Cl:16])=[C:5]([CH:10]=[CH:11][C:2]=1[Cl:1])[C:6]([O:8][CH3:9])=[O:7]. The catalyst is CC(O)=O.[Fe]. (6) The catalyst is C(O)(C)C.CC(C)[O-].CC(C)[O-].CC(C)[O-].CC(C)[O-].[Ti+4]. The reactants are FC(F)(F)C(O)=O.[NH:8]1[CH2:13][CH2:12][CH:11]([N:14]2[CH2:22][C:21]3[C:16](=[CH:17][CH:18]=[CH:19][CH:20]=3)[C:15]2=[O:23])[CH2:10][CH2:9]1.[CH2:24]([O:26][C:27]1[CH:28]=[C:29]([CH:32]=[CH:33][C:34]=1[CH3:35])[CH:30]=O)[CH3:25].C([BH3-])#N.[Na+]. The yield is 0.290. The product is [CH2:24]([O:26][C:27]1[CH:28]=[C:29]([CH:32]=[CH:33][C:34]=1[CH3:35])[CH2:30][N:8]1[CH2:13][CH2:12][CH:11]([N:14]2[CH2:22][C:21]3[C:16](=[CH:17][CH:18]=[CH:19][CH:20]=3)[C:15]2=[O:23])[CH2:10][CH2:9]1)[CH3:25]. (7) The product is [C:6]([NH:5][C:4]1[CH:9]=[CH:10][C:11]2[S:12][CH:13]=[N:1][C:2]=2[CH:3]=1)(=[O:8])[CH3:7]. The reactants are [NH2:1][C:2]1[CH:3]=[C:4]([CH:9]=[CH:10][C:11]=1[SH:12])[NH:5][C:6](=[O:8])[CH3:7].[CH2:13](OC=C(C#N)C#N)C. The yield is 0.170. The catalyst is CC(O)=O. (8) The reactants are [Cl:1][C:2]1[N:7]=[C:6](SC)[N:5]=[C:4]([NH:10][C:11]2[NH:15][N:14]=[C:13]([CH3:16])[CH:12]=2)[CH:3]=1.O[O:18][S:19]([O-:21])=O.[K+].[C:23](=O)(O)[O-]. The catalyst is CO.O. The product is [Cl:1][C:2]1[N:7]=[C:6]([S:19]([CH3:23])(=[O:21])=[O:18])[N:5]=[C:4]([NH:10][C:11]2[NH:15][N:14]=[C:13]([CH3:16])[CH:12]=2)[CH:3]=1. The yield is 0.800. (9) The reactants are [Cl:1][C:2]1[N:3]=[C:4]([C:9]([OH:11])=O)[NH:5][C:6]=1[CH2:7][CH3:8].S(Cl)(Cl)=O.[NH2:16][C:17]1[CH:18]=[C:19]2[C:23](=[CH:24][CH:25]=1)[CH2:22][N:21]([C:26]([O:28][C:29]([CH3:32])([CH3:31])[CH3:30])=[O:27])[CH2:20]2. The catalyst is N1C=CC=CC=1. The product is [Cl:1][C:2]1[N:3]=[C:4]([C:9]([NH:16][C:17]2[CH:18]=[C:19]3[C:23](=[CH:24][CH:25]=2)[CH2:22][N:21]([C:26]([O:28][C:29]([CH3:32])([CH3:31])[CH3:30])=[O:27])[CH2:20]3)=[O:11])[NH:5][C:6]=1[CH2:7][CH3:8]. The yield is 0.640.